Dataset: Reaction yield outcomes from USPTO patents with 853,638 reactions. Task: Predict the reaction yield, written as a fraction of the theoretical maximum amount of product (1.0 means a 100% yield; for example, 0.34 means a 34% yield). The reactants are [F:1][C:2]1[CH:7]=[CH:6][CH:5]=[C:4]([F:8])[C:3]=1[N:9]1[C:14]2[N:15]=[C:16]([S:29][CH3:30])[N:17]=[C:18]([C:19]3[CH:20]=[C:21]([CH:25]=[CH:26][C:27]=3[CH3:28])[C:22](O)=[O:23])[C:13]=2[CH2:12][NH:11][C:10]1=[O:31].[NH2:32][C:33]1[S:34][CH:35]=[CH:36][N:37]=1.CN(C(ON1N=NC2C=CC=CC1=2)=[N+](C)C)C.F[P-](F)(F)(F)(F)F.CCN(CC)CC. The catalyst is CN(C=O)C. The product is [F:1][C:2]1[CH:7]=[CH:6][CH:5]=[C:4]([F:8])[C:3]=1[N:9]1[C:14]2[N:15]=[C:16]([S:29][CH3:30])[N:17]=[C:18]([C:19]3[CH:20]=[C:21]([CH:25]=[CH:26][C:27]=3[CH3:28])[C:22]([NH:32][C:33]3[S:34][CH:35]=[CH:36][N:37]=3)=[O:23])[C:13]=2[CH2:12][NH:11][C:10]1=[O:31]. The yield is 0.600.